Dataset: Catalyst prediction with 721,799 reactions and 888 catalyst types from USPTO. Task: Predict which catalyst facilitates the given reaction. (1) Reactant: Br[CH:2]([C:11]1[CH:16]=[CH:15][N:14]=[CH:13][CH:12]=1)[C:3]([C:5]1[CH:10]=[CH:9][CH:8]=[CH:7][CH:6]=1)=O.[Cl:17][C:18]1[N:23]=[N:22][C:21]([NH2:24])=[CH:20][CH:19]=1. Product: [Cl:17][C:18]1[CH:19]=[CH:20][C:21]2[N:22]([C:2]([C:11]3[CH:16]=[CH:15][N:14]=[CH:13][CH:12]=3)=[C:3]([C:5]3[CH:10]=[CH:9][CH:8]=[CH:7][CH:6]=3)[N:24]=2)[N:23]=1. The catalyst class is: 8. (2) The catalyst class is: 206. Product: [Cl:11][C:12]1[CH:17]=[CH:16][C:15]([C:2]2[CH:7]=[CH:6][CH:5]=[CH:4][C:3]=2[CH2:8][C:9]#[N:10])=[CH:14][CH:13]=1. Reactant: Br[C:2]1[CH:7]=[CH:6][CH:5]=[CH:4][C:3]=1[CH2:8][C:9]#[N:10].[Cl:11][C:12]1[CH:17]=[CH:16][C:15](B(O)O)=[CH:14][CH:13]=1.C([O-])([O-])=O.[Na+].[Na+]. (3) Reactant: [Br:1][C:2]1[C:7]([CH3:8])=[CH:6][C:5]([CH2:9][CH2:10][CH2:11][CH2:12][OH:13])=[CH:4][C:3]=1[CH3:14].[CH3:15][S:16](Cl)(=[O:18])=[O:17].O. Product: [CH3:15][S:16]([O:13][CH2:12][CH2:11][CH2:10][CH2:9][C:5]1[CH:6]=[C:7]([CH3:8])[C:2]([Br:1])=[C:3]([CH3:14])[CH:4]=1)(=[O:18])=[O:17]. The catalyst class is: 2.